From a dataset of TCR-epitope binding with 47,182 pairs between 192 epitopes and 23,139 TCRs. Binary Classification. Given a T-cell receptor sequence (or CDR3 region) and an epitope sequence, predict whether binding occurs between them. Result: 0 (the TCR does not bind to the epitope). The TCR CDR3 sequence is CASSRGQGETNEQFF. The epitope is FTISVTTEIL.